From a dataset of Reaction yield outcomes from USPTO patents with 853,638 reactions. Predict the reaction yield, written as a fraction of the theoretical maximum amount of product (1.0 means a 100% yield; for example, 0.34 means a 34% yield). (1) The reactants are [O:1]1[C:5]2([CH2:10][CH2:9][C:8](=O)[CH2:7][CH2:6]2)[O:4][CH2:3][CH2:2]1.[C:12]1([C@@H:18]([NH2:20])[CH3:19])[CH:17]=[CH:16][CH:15]=[CH:14][CH:13]=1.C(O[BH-](OC(=O)C)OC(=O)C)(=O)C.[Na+]. The catalyst is ClC(Cl)C. The product is [C:12]1([C@@H:18]([NH:20][CH:8]2[CH2:9][CH2:10][C:5]3([O:4][CH2:3][CH2:2][O:1]3)[CH2:6][CH2:7]2)[CH3:19])[CH:17]=[CH:16][CH:15]=[CH:14][CH:13]=1. The yield is 0.670. (2) The reactants are C([O:8][C:9]1[C:13]([O:14]CC2C=CC=CC=2)=[C:12]([C:22](=[O:26])[N:23]([CH3:25])[CH3:24])[N:11]([C:27]2[CH:32]=[CH:31][C:30]([O:33][CH2:34][CH2:35][CH2:36][N:37]3[CH2:42][CH2:41][O:40][CH2:39][CH2:38]3)=[CH:29][CH:28]=2)[C:10]=1[C:43]([O:45][CH2:46][CH3:47])=[O:44])C1C=CC=CC=1. The catalyst is CO.[Pd]. The product is [CH3:25][N:23]([CH3:24])[C:22]([C:12]1[N:11]([C:27]2[CH:28]=[CH:29][C:30]([O:33][CH2:34][CH2:35][CH2:36][N:37]3[CH2:38][CH2:39][O:40][CH2:41][CH2:42]3)=[CH:31][CH:32]=2)[C:10]([C:43]([O:45][CH2:46][CH3:47])=[O:44])=[C:9]([OH:8])[C:13]=1[OH:14])=[O:26]. The yield is 0.250. (3) The reactants are [Cl:1][CH2:2][C:3]([C:5]1[CH:10]=[CH:9][CH:8]=[CH:7][CH:6]=1)=[O:4].[C:11]([O:15][C:16]([NH:18][CH:19]([C:31]1[S:32][CH:33]=[CH:34][CH:35]=1)[C:20]([O:22][C@@H:23]1[CH:28]2[CH2:29][CH2:30][N:25]([CH2:26][CH2:27]2)[CH2:24]1)=[O:21])=[O:17])([CH3:14])([CH3:13])[CH3:12]. The catalyst is CCOC(C)=O. The product is [Cl-:1].[C:11]([O:15][C:16]([NH:18][CH:19]([C:31]1[S:32][CH:33]=[CH:34][CH:35]=1)[C:20]([O:22][C@@H:23]1[CH:28]2[CH2:27][CH2:26][N+:25]([CH2:2][C:3](=[O:4])[C:5]3[CH:10]=[CH:9][CH:8]=[CH:7][CH:6]=3)([CH2:30][CH2:29]2)[CH2:24]1)=[O:21])=[O:17])([CH3:14])([CH3:12])[CH3:13]. The yield is 0.483. (4) The reactants are [H-].[H-].[H-].[H-].[Li+].[Al+3].[CH2:7]([N:14]1[CH2:19][CH2:18][O:17][CH2:16][C@H:15]1[CH2:20][C:21](OC)=[O:22])[C:8]1[CH:13]=[CH:12][CH:11]=[CH:10][CH:9]=1.C([O-])(O)=O.[Na+].OP([O-])(O)=O.[K+]. The catalyst is CCOCC.C(OCC)(=O)C. The product is [CH2:7]([N:14]1[CH2:19][CH2:18][O:17][CH2:16][C@H:15]1[CH2:20][CH2:21][OH:22])[C:8]1[CH:9]=[CH:10][CH:11]=[CH:12][CH:13]=1. The yield is 0.920. (5) The reactants are CS(O[CH2:6][CH:7]1[CH2:15][CH:14]([CH2:16]OS(C)(=O)=O)[CH2:13][C:8]21[O:12][CH2:11][CH2:10][O:9]2)(=O)=O.[NH3:22]. No catalyst specified. The product is [CH2:11]1[O:12][C:8]2([CH2:13][CH:14]3[CH2:15][CH:7]2[CH2:6][NH:22][CH2:16]3)[O:9][CH2:10]1. The yield is 1.00.